This data is from Full USPTO retrosynthesis dataset with 1.9M reactions from patents (1976-2016). The task is: Predict the reactants needed to synthesize the given product. (1) Given the product [CH2:27]([S:29]([C:32]1[CH:33]=[C:34]([C:38]2[CH:46]=[CH:45][C:44]([O:47][CH2:48][C@H:49]([OH:52])[CH2:50][OH:51])=[C:43]3[C:39]=2[C:40]2[CH:56]=[C:55]([CH3:57])[CH:54]=[N:53][C:41]=2[NH:42]3)[CH:35]=[CH:36][CH:37]=1)(=[O:31])=[O:30])[CH3:28], predict the reactants needed to synthesize it. The reactants are: C(S(C1C=C(C2C=CC(O)=C3C=2C2C=C(C)C=NC=2N3)C=CC=1)(=O)=O)C.[CH2:27]([S:29]([C:32]1[CH:33]=[C:34]([C:38]2[CH:46]=[CH:45][C:44]([O:47][CH2:48][C@@H:49]([OH:52])[CH2:50][OH:51])=[C:43]3[C:39]=2[C:40]2[CH:56]=[C:55]([CH3:57])[CH:54]=[N:53][C:41]=2[NH:42]3)[CH:35]=[CH:36][CH:37]=1)(=[O:31])=[O:30])[CH3:28]. (2) The reactants are: [C:1]([O:5][C:6]([N:8]1[C:12]2[N:13]=[C:14]([C:18]3[CH:23]=[CH:22][CH:21]=[CH:20][CH:19]=3)[N:15]=[C:16]([Cl:17])[C:11]=2[CH:10]=[C:9]1[CH2:24]Br)=[O:7])([CH3:4])([CH3:3])[CH3:2].CC[OH:28]. Given the product [C:1]([O:5][C:6]([N:8]1[C:12]2[N:13]=[C:14]([C:18]3[CH:23]=[CH:22][CH:21]=[CH:20][CH:19]=3)[N:15]=[C:16]([Cl:17])[C:11]=2[CH:10]=[C:9]1[CH:24]=[O:28])=[O:7])([CH3:4])([CH3:3])[CH3:2], predict the reactants needed to synthesize it. (3) Given the product [F:33][C:34]([F:39])([F:38])[C:35]([OH:37])=[O:36].[O:1]1[CH2:6][CH2:5][N:4]([CH2:7][CH2:8][N:9]([C:14]2[CH:15]=[C:16]3[C:20](=[CH:21][CH:22]=2)[C:19](=[O:23])[N:18]([CH2:24][C:25]([OH:27])=[O:26])[C:17]3=[O:32])[S:10]([CH3:13])(=[O:12])=[O:11])[CH2:3][CH2:2]1, predict the reactants needed to synthesize it. The reactants are: [O:1]1[CH2:6][CH2:5][N:4]([CH2:7][CH2:8][N:9]([C:14]2[CH:15]=[C:16]3[C:20](=[CH:21][CH:22]=2)[C:19](=[O:23])[N:18]([CH2:24][C:25]([O:27]C(C)(C)C)=[O:26])[C:17]3=[O:32])[S:10]([CH3:13])(=[O:12])=[O:11])[CH2:3][CH2:2]1.[F:33][C:34]([F:39])([F:38])[C:35]([OH:37])=[O:36]. (4) Given the product [CH3:41][N:42]([C@H:43]1[C:52]2[C:47](=[CH:48][C:49]([CH2:53][N:54]3[CH2:59][CH2:58][CH2:57][CH2:56][CH2:55]3)=[CH:50][CH:51]=2)[CH2:46][CH2:45][CH2:44]1)[C:19](=[O:21])[CH2:18][C@@H:3]1[C:2](=[O:1])[NH:7][CH:6]=[CH:5][N:4]1[S:8]([C:11]1[CH:17]=[CH:16][C:14]([CH3:15])=[CH:13][CH:12]=1)(=[O:10])=[O:9], predict the reactants needed to synthesize it. The reactants are: [O:1]=[C:2]1[NH:7][CH:6]=[CH:5][N:4]([S:8]([C:11]2[CH:17]=[CH:16][C:14]([CH3:15])=[CH:13][CH:12]=2)(=[O:10])=[O:9])[C@@H:3]1[CH2:18][C:19]([OH:21])=O.C1CN(C(Cl)=[N+]2CCCC2)CC1.F[P-](F)(F)(F)(F)F.[CH3:41][NH:42][C@H:43]1[C:52]2[C:47](=[CH:48][C:49]([CH2:53][N:54]3[CH2:59][CH2:58][CH2:57][CH2:56][CH2:55]3)=[CH:50][CH:51]=2)[CH2:46][CH2:45][CH2:44]1.CCN(C(C)C)C(C)C. (5) Given the product [Br:1][C:2]1[C:3]([O:18][C:19]2[C:24]([CH3:25])=[CH:23][C:22]([C:26]#[N:27])=[CH:21][C:20]=2[CH3:28])=[N:4][C:5]([NH:9][C:10]2[CH:17]=[CH:16][C:13]([C:14]#[N:15])=[CH:12][CH:11]=2)=[N:6][C:7]=1[NH:31][O:30][CH3:29], predict the reactants needed to synthesize it. The reactants are: [Br:1][C:2]1[C:3]([O:18][C:19]2[C:24]([CH3:25])=[CH:23][C:22]([C:26]#[N:27])=[CH:21][C:20]=2[CH3:28])=[N:4][C:5]([NH:9][C:10]2[CH:17]=[CH:16][C:13]([C:14]#[N:15])=[CH:12][CH:11]=2)=[N:6][C:7]=1Cl.[CH3:29][O:30][NH2:31].[OH-].[Na+]. (6) Given the product [Cl:29][CH2:18][C:9]1[C:6]2[CH2:7][CH2:8][C:3]([O:2][CH3:1])([C:20]3[CH:25]=[CH:24][CH:23]=[CH:22][C:21]=3[CH3:26])[O:4][C:5]=2[C:15]2[N:14]=[C:13]([CH3:16])[N:12]([CH3:17])[C:11]=2[CH:10]=1, predict the reactants needed to synthesize it. The reactants are: [CH3:1][O:2][C:3]1([C:20]2[CH:25]=[CH:24][CH:23]=[CH:22][C:21]=2[CH3:26])[CH2:8][CH2:7][C:6]2[C:9]([CH2:18]O)=[CH:10][C:11]3[N:12]([CH3:17])[C:13]([CH3:16])=[N:14][C:15]=3[C:5]=2[O:4]1.S(Cl)([Cl:29])=O.C(=O)(O)[O-].[Na+]. (7) Given the product [CH3:1][C:2]1[C:3]2[CH:10]=[CH:9][CH:8]=[CH:7][C:4]=2[S:5][C:6]=1[CH:11]([C:12]1[CH:17]=[CH:16][CH:15]=[CH:14][CH:13]=1)[OH:18], predict the reactants needed to synthesize it. The reactants are: [CH3:1][C:2]1[C:3]2[CH:10]=[CH:9][CH:8]=[CH:7][C:4]=2[S:5][CH:6]=1.[CH:11](=[O:18])[C:12]1[CH:17]=[CH:16][CH:15]=[CH:14][CH:13]=1. (8) Given the product [S:1]1[C:5]2[CH2:6][O:7][CH2:8][C:4]=2[CH:3]=[C:2]1[CH2:9][OH:10], predict the reactants needed to synthesize it. The reactants are: [S:1]1[C:5]2[CH2:6][O:7][CH2:8][C:4]=2[CH:3]=[C:2]1[CH:9]=[O:10].[BH4-].[Na+].Cl.